From a dataset of Full USPTO retrosynthesis dataset with 1.9M reactions from patents (1976-2016). Predict the reactants needed to synthesize the given product. (1) The reactants are: [C:1]([C:5]1[CH:11]=[CH:10][C:9]([N+:12]([O-:14])=[O:13])=[CH:8][C:6]=1N)([CH3:4])([CH3:3])[CH3:2].N([O-])=[O:16].[Na+].NC(N)=O.OS(O)(=O)=O.O. Given the product [C:1]([C:5]1[CH:11]=[CH:10][C:9]([N+:12]([O-:14])=[O:13])=[CH:8][C:6]=1[OH:16])([CH3:4])([CH3:3])[CH3:2], predict the reactants needed to synthesize it. (2) Given the product [OH:5][CH2:4][C:3]1[CH:7]=[C:8]([C:11]([F:13])([F:14])[F:12])[CH:9]=[CH:10][C:2]=1[OH:1], predict the reactants needed to synthesize it. The reactants are: [OH:1][C:2]1[CH:10]=[CH:9][C:8]([C:11]([F:14])([F:13])[F:12])=[CH:7][C:3]=1[C:4](O)=[O:5].